Task: Predict the reaction yield, written as a fraction of the theoretical maximum amount of product (1.0 means a 100% yield; for example, 0.34 means a 34% yield).. Dataset: Reaction yield outcomes from USPTO patents with 853,638 reactions The reactants are [Cl:1][C:2]1[CH:3]=[C:4]2[C:8](=[CH:9][CH:10]=1)[NH:7][N:6]=[C:5]2[I:11].Br[CH2:13][CH2:14][CH3:15]. The yield is 0.750. No catalyst specified. The product is [Cl:1][C:2]1[CH:3]=[C:4]2[C:8](=[CH:9][CH:10]=1)[N:7]([CH2:13][CH2:14][CH3:15])[N:6]=[C:5]2[I:11].